Dataset: Full USPTO retrosynthesis dataset with 1.9M reactions from patents (1976-2016). Task: Predict the reactants needed to synthesize the given product. (1) Given the product [CH:29]([C:18]1[C:13]2[O:12][CH2:11][C@H:10]([C:7]3[CH:6]=[CH:5][C:4]([CH:1]([CH3:2])[CH3:3])=[CH:9][CH:8]=3)[C:14]=2[C:15]([CH3:28])=[C:16]([NH:20][C:21](=[O:27])[CH2:22][C:23]([CH3:26])([CH3:25])[CH3:24])[C:17]=1[CH3:19])=[O:31], predict the reactants needed to synthesize it. The reactants are: [CH:1]([C:4]1[CH:9]=[CH:8][C:7]([C@@H:10]2[C:14]3[C:15]([CH3:28])=[C:16]([NH:20][C:21](=[O:27])[CH2:22][C:23]([CH3:26])([CH3:25])[CH3:24])[C:17]([CH3:19])=[CH:18][C:13]=3[O:12][CH2:11]2)=[CH:6][CH:5]=1)([CH3:3])[CH3:2].[C:29](OCC)(=[O:31])C.CCCCCC. (2) Given the product [F:1][C:2]1[CH:3]=[C:4]([C:8]2[C@:9]3([CH2:25][CH2:24][C@H:23]4[C@@H:14]([CH2:15][CH2:16][C:17]5[CH:18]=[C:19]([C:26]([N:32]([CH2:33][CH2:34][OH:35])[CH:29]([CH3:31])[CH3:30])=[O:28])[CH:20]=[CH:21][C:22]=54)[C@@H:11]3[CH2:12][CH:13]=2)[CH3:10])[CH:5]=[N:6][CH:7]=1, predict the reactants needed to synthesize it. The reactants are: [F:1][C:2]1[CH:3]=[C:4]([C:8]2[C@:9]3([CH2:25][CH2:24][C@H:23]4[C@@H:14]([CH2:15][CH2:16][C:17]5[CH:18]=[C:19]([C:26]([OH:28])=O)[CH:20]=[CH:21][C:22]=54)[C@@H:11]3[CH2:12][CH:13]=2)[CH3:10])[CH:5]=[N:6][CH:7]=1.[CH:29]([NH:32][CH2:33][CH2:34][OH:35])([CH3:31])[CH3:30]. (3) Given the product [Cl:30][CH2:31][C:6]([NH:7][CH:8]1[CH2:9][N:10]([CH2:12][C:13]2[CH:17]=[CH:16][N:15]([C:18]3[CH:19]=[CH:20][C:21]([C:24]([F:25])([F:26])[F:27])=[CH:22][CH:23]=3)[CH:14]=2)[CH2:11]1)=[O:5], predict the reactants needed to synthesize it. The reactants are: C([O:5][C:6](=O)[NH:7][CH:8]1[CH2:11][N:10]([CH2:12][C:13]2[CH:17]=[CH:16][N:15]([C:18]3[CH:23]=[CH:22][C:21]([C:24]([F:27])([F:26])[F:25])=[CH:20][CH:19]=3)[CH:14]=2)[CH2:9]1)(C)(C)C.Cl.[Cl:30][CH2:31]C(O)=O.CCN=C=NCCCN(C)C.Cl. (4) Given the product [Cl:1][C:2]1[CH:3]=[C:4]([C@@H:8]([OH:39])[CH2:9][NH:10][CH2:18][CH2:19][C:20]2[CH:21]=[CH:22][C:23]([S:26]([C:29]3[CH:34]=[CH:33][C:32]([O:35][CH:36]([F:37])[F:38])=[CH:31][CH:30]=3)(=[O:27])=[O:28])=[CH:24][CH:25]=2)[CH:5]=[CH:6][CH:7]=1, predict the reactants needed to synthesize it. The reactants are: [Cl:1][C:2]1[CH:3]=[C:4]([C@@H:8]([OH:39])[CH2:9][N:10]([CH2:18][CH2:19][C:20]2[CH:25]=[CH:24][C:23]([S:26]([C:29]3[CH:34]=[CH:33][C:32]([O:35][CH:36]([F:38])[F:37])=[CH:31][CH:30]=3)(=[O:28])=[O:27])=[CH:22][CH:21]=2)C(=O)OC(C)(C)C)[CH:5]=[CH:6][CH:7]=1.Cl. (5) Given the product [C:38]([O:37][C:35]([N:32]1[CH2:31][CH:30]=[C:29]([C:2]2[CH:3]=[CH:4][N:5]3[C:10]([C:11]=2[CH3:12])=[C:9]([CH:13]2[CH2:15][CH2:14]2)[CH:8]=[C:7]([C:16]([O:18][CH3:19])=[O:17])[C:6]3=[O:20])[CH2:34][CH2:33]1)=[O:36])([CH3:41])([CH3:39])[CH3:40], predict the reactants needed to synthesize it. The reactants are: Cl[C:2]1[CH:3]=[CH:4][N:5]2[C:10]([C:11]=1[CH3:12])=[C:9]([CH:13]1[CH2:15][CH2:14]1)[CH:8]=[C:7]([C:16]([O:18][CH3:19])=[O:17])[C:6]2=[O:20].CC1(C)C(C)(C)OB([C:29]2[CH2:34][CH2:33][N:32]([C:35]([O:37][C:38]([CH3:41])([CH3:40])[CH3:39])=[O:36])[CH2:31][CH:30]=2)O1. (6) Given the product [CH3:20][O:19][C:14]1[CH:13]=[C:12]([O:21][CH3:22])[C:11]([C:3]2[CH:2]=[N:1][CH:6]=[CH:5][CH:4]=2)=[CH:18][C:15]=1[CH:16]=[O:17], predict the reactants needed to synthesize it. The reactants are: [N:1]1[CH:6]=[CH:5][CH:4]=[C:3](B(O)O)[CH:2]=1.Br[C:11]1[C:12]([O:21][CH3:22])=[CH:13][C:14]([O:19][CH3:20])=[C:15]([CH:18]=1)[CH:16]=[O:17]. (7) The reactants are: [CH2:1]([O:3][C:4]1[CH:9]=[CH:8][C:7]([F:10])=[CH:6][C:5]=1[C:11]([F:16])([F:15])[C:12]([OH:14])=O)[CH3:2].P(Cl)(Cl)(Cl)=O.Cl.[NH2:23][CH2:24][C:25]1[CH:26]=[C:27]2[C:31](=[CH:32][CH:33]=1)[C:30](=[O:34])[N:29]([CH:35]1[CH2:40][CH2:39][C:38](=[O:41])[NH:37][C:36]1=[O:42])[CH2:28]2.C(=O)(O)[O-].[Na+]. Given the product [O:42]=[C:36]1[CH:35]([N:29]2[CH2:28][C:27]3[C:31](=[CH:32][CH:33]=[C:25]([CH2:24][NH:23][C:12](=[O:14])[C:11]([C:5]4[CH:6]=[C:7]([F:10])[CH:8]=[CH:9][C:4]=4[O:3][CH2:1][CH3:2])([F:16])[F:15])[CH:26]=3)[C:30]2=[O:34])[CH2:40][CH2:39][C:38](=[O:41])[NH:37]1, predict the reactants needed to synthesize it.